The task is: Predict the product of the given reaction.. This data is from Forward reaction prediction with 1.9M reactions from USPTO patents (1976-2016). (1) Given the reactants [Cl:1][C:2]1[CH:7]=[CH:6][CH:5]=[CH:4][C:3]=1[C:8]([C:10]1[CH:15]=[CH:14][C:13]2[C:16]3([CH2:31][O:32][C:12]=2[CH:11]=1)[CH2:21][CH2:20][N:19]([CH2:22][CH2:23][C:24]([O:26]C(C)(C)C)=[O:25])[CH2:18][CH2:17]3)=[O:9].O1CCOC[CH2:34]1, predict the reaction product. The product is: [ClH:1].[CH3:34][C:2]1[CH:7]=[CH:6][CH:5]=[CH:4][C:3]=1[C:8]([C:10]1[CH:15]=[CH:14][C:13]2[C:16]3([CH2:31][O:32][C:12]=2[CH:11]=1)[CH2:17][CH2:18][N:19]([CH2:22][CH2:23][C:24]([OH:26])=[O:25])[CH2:20][CH2:21]3)=[O:9]. (2) Given the reactants C([C:3]1[O:7][C:6]([C:8]2[CH:9]=[C:10]([C:27]([NH2:29])=[O:28])[C:11]3[NH:12][C:13]4[CH:14]=[C:15]([N:21]5[CH2:26][CH2:25][O:24][CH2:23][CH2:22]5)[CH:16]=[CH:17][C:18]=4[C:19]=3[N:20]=2)=[CH:5][CH:4]=1)=O.[NH:30]1[CH2:35][CH2:34][O:33][CH2:32][CH2:31]1.[C:36](O[BH-](OC(=O)C)OC(=O)C)(=O)C.[Na+].C(O)(C(F)(F)F)=O.N, predict the reaction product. The product is: [O:24]1[CH2:25][CH2:26][N:21]([C:15]2[CH:16]=[CH:17][C:18]3[C:19]4[N:20]=[C:8]([C:6]5[O:7][C:3]([CH2:36][N:30]6[CH2:35][CH2:34][O:33][CH2:32][CH2:31]6)=[CH:4][CH:5]=5)[CH:9]=[C:10]([C:27]([NH2:29])=[O:28])[C:11]=4[NH:12][C:13]=3[CH:14]=2)[CH2:22][CH2:23]1. (3) Given the reactants Cl.[C:2]1([C:13]2[CH:18]=[CH:17][CH:16]=[CH:15][CH:14]=2)[CH:7]=[CH:6][C:5]([O:8][CH:9]2[CH2:12][NH:11][CH2:10]2)=[CH:4][CH:3]=1.C(N(CC)CC)C.[CH:26]1[CH:31]=[N:30][CH:29]=[C:28]([N:32]=[C:33]=[O:34])[CH:27]=1, predict the reaction product. The product is: [N:30]1[CH:31]=[CH:26][CH:27]=[C:28]([NH:32][C:33]([N:11]2[CH2:12][CH:9]([O:8][C:5]3[CH:6]=[CH:7][C:2]([C:13]4[CH:18]=[CH:17][CH:16]=[CH:15][CH:14]=4)=[CH:3][CH:4]=3)[CH2:10]2)=[O:34])[CH:29]=1. (4) Given the reactants [NH2:1][C:2]1[CH:7]=[CH:6][C:5]([S:8]([NH:11][C@H:12]2[CH2:16][CH2:15][O:14][C:13]2=[O:17])(=[O:10])=[O:9])=[CH:4][CH:3]=1.[CH2:18]([C:20]1[CH:28]=[CH:27][C:23]([C:24](Cl)=[O:25])=[CH:22][CH:21]=1)[CH3:19], predict the reaction product. The product is: [CH2:18]([C:20]1[CH:28]=[CH:27][C:23]([C:24]([NH:1][C:2]2[CH:7]=[CH:6][C:5]([S:8](=[O:10])(=[O:9])[NH:11][C@H:12]3[CH2:16][CH2:15][O:14][C:13]3=[O:17])=[CH:4][CH:3]=2)=[O:25])=[CH:22][CH:21]=1)[CH3:19]. (5) Given the reactants [F:1][C:2]([F:22])([F:21])[C:3]1[CH:4]=[C:5]([C:9]2[CH:10]=[CH:11][C:12]3[N:18]4[CH2:19][C@H:15]([CH2:16][CH2:17]4)[NH:14][C:13]=3[N:20]=2)[CH:6]=[CH:7][CH:8]=1.Cl[C:24](Cl)([O:26]C(=O)OC(Cl)(Cl)Cl)Cl.[CH3:35][C:36]1([CH3:50])[O:40][C@@H:39]([CH2:41][O:42][C:43]2[CH:48]=[C:47]([NH2:49])[CH:46]=[CH:45][N:44]=2)[CH2:38][O:37]1, predict the reaction product. The product is: [CH3:35][C:36]1([CH3:50])[O:40][C@@H:39]([CH2:41][O:42][C:43]2[CH:48]=[C:47]([NH:49][C:24]([N:14]3[C@@H:15]4[CH2:19][N:18]([CH2:17][CH2:16]4)[C:12]4[CH:11]=[CH:10][C:9]([C:5]5[CH:6]=[CH:7][CH:8]=[C:3]([C:2]([F:21])([F:1])[F:22])[CH:4]=5)=[N:20][C:13]3=4)=[O:26])[CH:46]=[CH:45][N:44]=2)[CH2:38][O:37]1. (6) Given the reactants C(O[C:4](=O)[CH:5]([N:9]([CH:23]1[CH2:25][CH2:24]1)[C:10]([NH:12][CH:13]1[CH:20]2[CH2:21][CH:16]3[CH2:17][CH:18]([CH2:22][CH:14]1[CH2:15]3)[CH2:19]2)=[O:11])[CH:6]([CH3:8])[CH3:7])C.[BH4-].[Na+], predict the reaction product. The product is: [CH:14]12[CH2:15][CH:16]3[CH2:17][CH:18]([CH2:19][CH:20]([CH2:21]3)[CH:13]1[N:12]1[CH:4]=[C:5]([CH:6]([CH3:7])[CH3:8])[N:9]([CH:23]3[CH2:24][CH2:25]3)[C:10]1=[O:11])[CH2:22]2. (7) Given the reactants [CH3:1][N:2]1[CH2:7][CH:6]2[CH2:8][CH:3]1[CH2:4][N:5]2[C:9]1[CH:14]=[CH:13][C:12]([NH2:15])=[CH:11][CH:10]=1.[I:16][C:17]1[CH:18]=[C:19]2[C:24](=[CH:25][CH:26]=1)[C:23](=[O:27])[NH:22][C:21](=[O:28])[C:20]2=[CH:29]OC, predict the reaction product. The product is: [I:16][C:17]1[CH:18]=[C:19]2[C:24](=[CH:25][CH:26]=1)[C:23](=[O:27])[NH:22][C:21](=[O:28])[C:20]2=[CH:29][NH:15][C:12]1[CH:13]=[CH:14][C:9]([N:5]2[CH2:4][CH:3]3[CH2:8][CH:6]2[CH2:7][N:2]3[CH3:1])=[CH:10][CH:11]=1. (8) Given the reactants [Cl:1][C:2]1[CH:7]=[CH:6][CH:5]=[C:4]([F:8])[C:3]=1[NH:9][C:10]1[N:14]([CH3:15])[C:13]2[C:16]3[CH2:17][C:18]([CH3:28])([CH3:27])[O:19][C:20]=3[C:21]([C:23](OC)=[O:24])=[CH:22][C:12]=2[N:11]=1.[F:29][C:30]([F:39])([F:38])[C:31]1[CH:32]=[CH:33][C:34]([NH2:37])=[N:35][CH:36]=1.C[Al](C)C, predict the reaction product. The product is: [Cl:1][C:2]1[CH:7]=[CH:6][CH:5]=[C:4]([F:8])[C:3]=1[NH:9][C:10]1[N:14]([CH3:15])[C:13]2[C:16]3[CH2:17][C:18]([CH3:28])([CH3:27])[O:19][C:20]=3[C:21]([C:23]([NH:37][C:34]3[CH:33]=[CH:32][C:31]([C:30]([F:38])([F:29])[F:39])=[CH:36][N:35]=3)=[O:24])=[CH:22][C:12]=2[N:11]=1.